Predict the reactants needed to synthesize the given product. From a dataset of Full USPTO retrosynthesis dataset with 1.9M reactions from patents (1976-2016). (1) Given the product [Cl:1][C:2]1[CH:18]=[C:17]([N+:19]([O-:21])=[O:20])[CH:16]=[CH:15][C:3]=1[O:4][C:5]1[CH:6]=[CH:7][C:8]([C:9]([OH:11])=[O:10])=[CH:13][CH:14]=1, predict the reactants needed to synthesize it. The reactants are: [Cl:1][C:2]1[CH:18]=[C:17]([N+:19]([O-:21])=[O:20])[CH:16]=[CH:15][C:3]=1[O:4][C:5]1[CH:14]=[CH:13][C:8]([C:9]([O:11]C)=[O:10])=[CH:7][CH:6]=1.[OH-].[Na+]. (2) Given the product [CH2:1]([O:8][C:9]([NH:11][CH:12]([CH2:16][CH:17]([CH3:19])[CH3:18])[C:13]([NH:20][C:21]1[CH:22]=[CH:23][C:24]([OH:31])=[C:25]([CH:30]=1)[C:26]([O:28][CH3:29])=[O:27])=[O:15])=[O:10])[C:2]1[CH:3]=[CH:4][CH:5]=[CH:6][CH:7]=1, predict the reactants needed to synthesize it. The reactants are: [CH2:1]([O:8][C:9]([NH:11][CH:12]([CH2:16][CH:17]([CH3:19])[CH3:18])[C:13]([OH:15])=O)=[O:10])[C:2]1[CH:7]=[CH:6][CH:5]=[CH:4][CH:3]=1.[NH2:20][C:21]1[CH:22]=[CH:23][C:24]([OH:31])=[C:25]([CH:30]=1)[C:26]([O:28][CH3:29])=[O:27].CCN(CC)CC.CN(C(ON1N=NC2C=CC=NC1=2)=[N+](C)C)C.F[P-](F)(F)(F)(F)F. (3) Given the product [C:23]([C@@H:21]([NH:22][C:2]1[C:11]([C:12]([OH:14])=[O:13])=[CH:10][C:9]2[C:4](=[CH:5][CH:6]=[C:7]([Cl:15])[CH:8]=2)[N:3]=1)[CH2:20][C:19]1[CH:26]=[CH:27][C:28]([OH:29])=[C:17]([Cl:16])[CH:18]=1)([OH:25])=[O:24], predict the reactants needed to synthesize it. The reactants are: Cl[C:2]1[C:11]([C:12]([OH:14])=[O:13])=[CH:10][C:9]2[C:4](=[CH:5][CH:6]=[C:7]([Cl:15])[CH:8]=2)[N:3]=1.[Cl:16][C:17]1[CH:18]=[C:19]([CH:26]=[CH:27][C:28]=1[OH:29])[CH2:20][C@@H:21]([C:23]([OH:25])=[O:24])[NH2:22]. (4) Given the product [ClH:8].[NH2:9][C:10]1[C:19]2[C:14](=[CH:15][C:16]([O:22][CH3:23])=[C:17]([O:20][CH3:21])[CH:18]=2)[N:13]=[C:12]([N:24]2[CH2:29][CH2:28][N:27]([C:6]([C:3]3[CH:4]=[CH:5][O:1][N:2]=3)=[O:7])[CH2:26][CH2:25]2)[N:11]=1, predict the reactants needed to synthesize it. The reactants are: [O:1]1[CH:5]=[CH:4][C:3]([C:6]([Cl:8])=[O:7])=[N:2]1.[NH2:9][C:10]1[C:19]2[C:14](=[CH:15][C:16]([O:22][CH3:23])=[C:17]([O:20][CH3:21])[CH:18]=2)[N:13]=[C:12]([N:24]2[CH2:29][CH2:28][NH:27][CH2:26][CH2:25]2)[N:11]=1. (5) Given the product [F:18][C:15]([F:16])([F:17])[C:14]1[C:8]2[N:7]=[C:6]([CH2:5][CH:3]3[CH2:2][N:1]([CH2:31][C:32]([NH:34][C:35]4([CH3:39])[CH2:38][CH2:37][CH2:36]4)=[O:33])[CH2:4]3)[NH:10][C:9]=2[CH:11]=[C:12]([C:19]([F:22])([F:20])[F:21])[CH:13]=1, predict the reactants needed to synthesize it. The reactants are: [NH:1]1[CH2:4][CH:3]([CH2:5][C:6]2[NH:10][C:9]3[CH:11]=[C:12]([C:19]([F:22])([F:21])[F:20])[CH:13]=[C:14]([C:15]([F:18])([F:17])[F:16])[C:8]=3[N:7]=2)[CH2:2]1.C(N(CC)CC)C.Cl[CH2:31][C:32]([NH:34][C:35]1([CH3:39])[CH2:38][CH2:37][CH2:36]1)=[O:33]. (6) Given the product [N+:1]([C:9]1[CH:10]=[CH:11][CH:12]=[C:7]([C:6]([F:15])([F:14])[F:5])[C:8]=1[OH:13])([O-:4])=[O:2], predict the reactants needed to synthesize it. The reactants are: [N+:1]([O-:4])(O)=[O:2].[F:5][C:6]([F:15])([F:14])[C:7]1[CH:12]=[CH:11][CH:10]=[CH:9][C:8]=1[OH:13]. (7) Given the product [C:1]([O:5][C:6]([N:8]1[CH2:13][CH2:12][CH:11]([CH2:14][CH2:15][O:16][C:17]2[C:22]([NH2:23])=[C:21]([NH:30][CH2:31][CH:32]3[CH2:40][CH2:39][C:35]4([CH2:38][CH2:37][CH2:36]4)[CH2:34][CH2:33]3)[N:20]=[C:19]([C:41]#[N:42])[N:18]=2)[CH2:10][CH2:9]1)=[O:7])([CH3:4])([CH3:2])[CH3:3], predict the reactants needed to synthesize it. The reactants are: [C:1]([O:5][C:6]([N:8]1[CH2:13][CH2:12][CH:11]([CH2:14][CH2:15][O:16][C:17]2[C:22]([NH:23]C(OCC=C)=O)=[C:21]([NH:30][CH2:31][CH:32]3[CH2:40][CH2:39][C:35]4([CH2:38][CH2:37][CH2:36]4)[CH2:34][CH2:33]3)[N:20]=[C:19]([C:41]#[N:42])[N:18]=2)[CH2:10][CH2:9]1)=[O:7])([CH3:4])([CH3:3])[CH3:2].C(N(CC)CC)C. (8) Given the product [C:1]([O:5][C:6]([NH:8][C@H:9]([C:12]([OH:14])=[O:13])[CH2:10][O:11][CH2:23][C:22]1[CH:25]=[CH:26][C:19]([O:18][CH3:17])=[CH:20][CH:21]=1)=[O:7])([CH3:4])([CH3:2])[CH3:3], predict the reactants needed to synthesize it. The reactants are: [C:1]([O:5][C:6]([NH:8][C@H:9]([C:12]([OH:14])=[O:13])[CH2:10][OH:11])=[O:7])([CH3:4])([CH3:3])[CH3:2].[H-].[Na+].[CH3:17][O:18][C:19]1[CH:26]=[CH:25][C:22]([CH2:23]Cl)=[CH:21][CH:20]=1. (9) The reactants are: [N:1]1[CH:6]=[CH:5][C:4]([N:7]2[CH2:12][CH2:11][NH:10][CH2:9][CH2:8]2)=[CH:3][CH:2]=1.C(N(CC)CC)C.Br[CH2:21][C:22]1[CH:31]=[CH:30][C:25]([C:26]([O:28][CH3:29])=[O:27])=[CH:24][CH:23]=1. Given the product [N:1]1[CH:6]=[CH:5][C:4]([N:7]2[CH2:8][CH2:9][N:10]([CH2:21][C:22]3[CH:31]=[CH:30][C:25]([C:26]([O:28][CH3:29])=[O:27])=[CH:24][CH:23]=3)[CH2:11][CH2:12]2)=[CH:3][CH:2]=1, predict the reactants needed to synthesize it.